This data is from Forward reaction prediction with 1.9M reactions from USPTO patents (1976-2016). The task is: Predict the product of the given reaction. (1) Given the reactants F[C:2]1[CH:7]=[CH:6][C:5]([S:8]([CH3:11])(=[O:10])=[O:9])=[CH:4][C:3]=1[C:12]1[C:20]2[C:15](=[C:16]([O:21][CH3:22])[N:17]=[CH:18][CH:19]=2)[N:14]([CH3:23])[CH:13]=1.[F:24][C:25]1[CH:30]=[C:29]([F:31])[CH:28]=[CH:27][C:26]=1[OH:32].C(=O)([O-])[O-].[Cs+].[Cs+], predict the reaction product. The product is: [F:24][C:25]1[CH:30]=[C:29]([F:31])[CH:28]=[CH:27][C:26]=1[O:32][C:2]1[CH:7]=[CH:6][C:5]([S:8]([CH3:11])(=[O:10])=[O:9])=[CH:4][C:3]=1[C:12]1[C:20]2[C:15](=[C:16]([O:21][CH3:22])[N:17]=[CH:18][CH:19]=2)[N:14]([CH3:23])[CH:13]=1. (2) The product is: [CH2:24]([O:25][C:12]1[NH:13][C@@H:3]([C:14]2[CH:19]=[CH:18][CH:17]=[C:16]([O:20][CH3:21])[CH:15]=2)[CH2:4][CH2:5][C:6]=1[C:7]([O:9][CH2:10][CH3:11])=[O:8])[CH3:23]. Given the reactants Cl.N[C@@H:3]([C:14]1[CH:19]=[CH:18][CH:17]=[C:16]([O:20][CH3:21])[CH:15]=1)[CH2:4][CH2:5][CH:6]([C:12]#[N:13])[C:7]([O:9][CH2:10][CH3:11])=[O:8].Cl.[CH3:23][CH2:24][OH:25], predict the reaction product. (3) The product is: [N:20]1([C:2]2[N:7]=[CH:6][N:5]=[C:4]([NH:8][C:9]3[CH:10]=[C:11]([CH2:15][S:16]([NH2:19])(=[O:18])=[O:17])[CH:12]=[CH:13][CH:14]=3)[N:3]=2)[C:28]2[C:23](=[CH:24][CH:25]=[CH:26][CH:27]=2)[CH2:22][CH2:21]1. Given the reactants Cl[C:2]1[N:7]=[CH:6][N:5]=[C:4]([NH:8][C:9]2[CH:10]=[C:11]([CH2:15][S:16]([NH2:19])(=[O:18])=[O:17])[CH:12]=[CH:13][CH:14]=2)[N:3]=1.[NH:20]1[C:28]2[C:23](=[CH:24][CH:25]=[CH:26][CH:27]=2)[CH2:22][CH2:21]1, predict the reaction product. (4) Given the reactants Cl[C:2]1[N:7]=[C:6]([NH:8][C@H:9]2[CH2:14][CH2:13][O:12][CH2:11][C@H:10]2[CH3:15])[C:5]([N+:16]([O-:18])=[O:17])=[CH:4][N:3]=1.C(=O)([O-])[O-].[K+].[K+].[N:25]1[C:29]2[CH:30]=[CH:31][CH:32]=[CH:33][C:28]=2[NH:27][CH:26]=1, predict the reaction product. The product is: [N:25]1([C:2]2[N:7]=[C:6]([NH:8][C@H:9]3[CH2:14][CH2:13][O:12][CH2:11][C@H:10]3[CH3:15])[C:5]([N+:16]([O-:18])=[O:17])=[CH:4][N:3]=2)[C:29]2[CH:30]=[CH:31][CH:32]=[CH:33][C:28]=2[N:27]=[CH:26]1. (5) Given the reactants [N:1]([CH2:4][CH2:5][O:6][C@@H:7]([C:21]1[CH:26]=[CH:25][CH:24]=[C:23]([F:27])[C:22]=1[C:28]1[CH:33]=[CH:32][CH:31]=[C:30]([CH3:34])[CH:29]=1)[C@@H:8]1[O:13][CH2:12][CH2:11][N:10]([C:14]([O:16][C:17]([CH3:20])([CH3:19])[CH3:18])=[O:15])[CH2:9]1)=[N+]=[N-].[H][H], predict the reaction product. The product is: [NH2:1][CH2:4][CH2:5][O:6][C@@H:7]([C:21]1[CH:26]=[CH:25][CH:24]=[C:23]([F:27])[C:22]=1[C:28]1[CH:33]=[CH:32][CH:31]=[C:30]([CH3:34])[CH:29]=1)[C@@H:8]1[O:13][CH2:12][CH2:11][N:10]([C:14]([O:16][C:17]([CH3:20])([CH3:19])[CH3:18])=[O:15])[CH2:9]1. (6) Given the reactants Br[C:2]1[N:7]2[CH:8]=[N:9][N:10]=[C:6]2[C:5](=[O:11])[N:4]([CH3:12])[CH:3]=1.[F:13][C:14]1[CH:41]=[C:40]([F:42])[CH:39]=[CH:38][C:15]=1[O:16][C:17]1[CH:22]=[CH:21][C:20]([NH:23][S:24]([CH2:27][CH3:28])(=[O:26])=[O:25])=[CH:19][C:18]=1B1OC(C)(C)C(C)(C)O1.[O-]P([O-])([O-])=O.[K+].[K+].[K+].N#N, predict the reaction product. The product is: [F:13][C:14]1[CH:41]=[C:40]([F:42])[CH:39]=[CH:38][C:15]=1[O:16][C:17]1[CH:18]=[CH:19][C:20]([NH:23][S:24]([CH2:27][CH3:28])(=[O:25])=[O:26])=[CH:21][C:22]=1[C:2]1[N:7]2[CH:8]=[N:9][N:10]=[C:6]2[C:5](=[O:11])[N:4]([CH3:12])[CH:3]=1. (7) Given the reactants [Br:1][C:2]1[CH:10]=[CH:9][C:5]([C:6]([OH:8])=O)=[CH:4][N:3]=1.[CH3:11][C:12]1[C:13]([N:19]2[CH2:24][CH2:23][NH:22][CH2:21][CH2:20]2)=[N:14][CH:15]=[C:16]([CH3:18])[CH:17]=1, predict the reaction product. The product is: [Br:1][C:2]1[N:3]=[CH:4][C:5]([C:6]([N:22]2[CH2:23][CH2:24][N:19]([C:13]3[C:12]([CH3:11])=[CH:17][C:16]([CH3:18])=[CH:15][N:14]=3)[CH2:20][CH2:21]2)=[O:8])=[CH:9][CH:10]=1.